Predict the product of the given reaction. From a dataset of Forward reaction prediction with 1.9M reactions from USPTO patents (1976-2016). (1) Given the reactants [F:1][CH:2]([F:27])[O:3][C:4]1[CH:5]=[C:6]([C:11]2[O:12][CH:13]=[C:14]([CH2:16][CH2:17][C:18]([C:20]3[C:25]([CH3:26])=[CH:24][CH:23]=[CH:22][N:21]=3)=[O:19])[N:15]=2)[CH:7]=[CH:8][C:9]=1[OH:10].[CH2:28](Br)[CH:29]=[CH2:30], predict the reaction product. The product is: [CH2:30]([O:10][C:9]1[CH:8]=[CH:7][C:6]([C:11]2[O:12][CH:13]=[C:14]([CH2:16][CH2:17][C:18]([C:20]3[C:25]([CH3:26])=[CH:24][CH:23]=[CH:22][N:21]=3)=[O:19])[N:15]=2)=[CH:5][C:4]=1[O:3][CH:2]([F:1])[F:27])[CH:29]=[CH2:28]. (2) Given the reactants [CH:1]1([CH2:7][C:8]2[N:9]=[N:10][N:11]([C@@H:13]3[C@H:17]4[O:18][CH2:19][C@H:20]([NH2:21])[C@H:16]4[O:15][CH2:14]3)[CH:12]=2)[CH2:6][CH2:5][CH2:4][CH2:3][CH2:2]1.[OH:22][C:23]1[CH:24]=[C:25]([CH:29]=[CH:30][CH:31]=1)[C:26](O)=[O:27], predict the reaction product. The product is: [CH:1]1([CH2:7][C:8]2[N:9]=[N:10][N:11]([C@@H:13]3[C@H:17]4[O:18][CH2:19][C@H:20]([NH:21][C:26](=[O:27])[C:25]5[CH:29]=[CH:30][CH:31]=[C:23]([OH:22])[CH:24]=5)[C@H:16]4[O:15][CH2:14]3)[CH:12]=2)[CH2:2][CH2:3][CH2:4][CH2:5][CH2:6]1. (3) The product is: [CH3:25][O:24][C:18]1[CH:17]=[C:16]([CH:12]([NH:11][C:6]2[CH:5]=[C:4]3[C:9](=[CH:8][CH:7]=2)[C:32](=[O:36])[NH:2][C:1]3=[O:3])[C:13]([OH:15])=[O:14])[CH:21]=[CH:20][C:19]=1[O:22][CH3:23]. Given the reactants [C:1]([C:4]1[CH:5]=[C:6]([NH:11][CH:12]([C:16]2[CH:21]=[CH:20][C:19]([O:22][CH3:23])=[C:18]([O:24][CH3:25])[CH:17]=2)[C:13]([OH:15])=[O:14])[CH:7]=[CH:8][C:9]=1F)(=[O:3])[NH2:2].NC1C=C2C(=CC=1)[C:32](=[O:36])NC2=O.COC1C=C(B(O)O)C=CC=1OC.O.C(O)(=O)C=O, predict the reaction product. (4) Given the reactants CON(C)[C:4](=[O:14])[CH2:5][NH:6][C:7](=[O:13])[O:8][C:9]([CH3:12])([CH3:11])[CH3:10].[CH3:16][Mg+].[Br-], predict the reaction product. The product is: [O:14]=[C:4]([CH3:16])[CH2:5][NH:6][C:7](=[O:13])[O:8][C:9]([CH3:12])([CH3:11])[CH3:10]. (5) Given the reactants [F:1][C:2]([F:19])([F:18])[O:3][C:4]1[CH:5]=[C:6]([NH:10][CH2:11][C:12]2[CH:13]=[N:14][CH:15]=[CH:16][CH:17]=2)[CH:7]=[CH:8][CH:9]=1.N1C=CC=CC=1.[F:26][C:27]([F:34])([F:33])[CH2:28][S:29](Cl)(=[O:31])=[O:30], predict the reaction product. The product is: [F:19][C:2]([F:18])([F:1])[O:3][C:4]1[CH:5]=[C:6]([N:10]([CH2:11][C:12]2[CH:13]=[N:14][CH:15]=[CH:16][CH:17]=2)[S:29]([CH2:28][C:27]([F:34])([F:33])[F:26])(=[O:31])=[O:30])[CH:7]=[CH:8][CH:9]=1.